Dataset: Full USPTO retrosynthesis dataset with 1.9M reactions from patents (1976-2016). Task: Predict the reactants needed to synthesize the given product. (1) Given the product [C:1]1([C:7]2[C:16]([N:17]3[CH2:18][CH2:19][NH:20][CH2:21][CH2:22]3)=[N:15][C:14]3[C:9](=[CH:10][CH:11]=[C:12]([C:23]([OH:25])=[O:24])[CH:13]=3)[N:8]=2)[CH:2]=[CH:3][CH:4]=[CH:5][CH:6]=1, predict the reactants needed to synthesize it. The reactants are: [C:1]1([C:7]2[C:16]([N:17]3[CH2:22][CH2:21][NH:20][CH2:19][CH2:18]3)=[N:15][C:14]3[C:9](=[CH:10][CH:11]=[C:12]([C:23]([O:25]C)=[O:24])[CH:13]=3)[N:8]=2)[CH:6]=[CH:5][CH:4]=[CH:3][CH:2]=1.[OH-].[Na+]. (2) Given the product [C:17]([C:14]1[CH:13]=[CH:12][C:11]([C@H:10]([C:23]2[CH:28]=[CH:27][CH:26]=[CH:25][C:24]=2[CH3:29])[CH2:9][C:8]([C:6]2[CH:5]=[CH:4][N:3]=[C:2]([CH3:1])[CH:7]=2)=[O:30])=[CH:16][CH:15]=1)#[CH:18], predict the reactants needed to synthesize it. The reactants are: [CH3:1][C:2]1[CH:7]=[C:6]([C:8](=[O:30])[CH2:9][C@@H:10]([C:23]2[CH:28]=[CH:27][CH:26]=[CH:25][C:24]=2[CH3:29])[C:11]2[CH:16]=[CH:15][C:14]([C:17]#[C:18][Si](C)(C)C)=[CH:13][CH:12]=2)[CH:5]=[CH:4][N:3]=1.C(=O)([O-])[O-].[K+].[K+].[Cl-].[NH4+].C(OCC)(=O)C.